Predict which catalyst facilitates the given reaction. From a dataset of Catalyst prediction with 721,799 reactions and 888 catalyst types from USPTO. (1) Reactant: [CH3:1][C:2]1[C:10]2[C:5](=[CH:6][C:7]([NH:11][C:12]3[C:13]4[CH:36]=[CH:35][N:34](S(C5C=CC(C)=CC=5)(=O)=O)[C:14]=4[N:15]=[C:16]([NH:18][C:19]4[CH:24]=[CH:23][C:22]([N:25]5[CH2:30][CH2:29][N:28]([C:31](=[O:33])[CH3:32])[CH2:27][CH2:26]5)=[CH:21][CH:20]=4)[N:17]=3)=[CH:8][CH:9]=2)[NH:4][N:3]=1.[OH-].[K+]. Product: [CH3:1][C:2]1[C:10]2[C:5](=[CH:6][C:7]([NH:11][C:12]3[C:13]4[CH:36]=[CH:35][NH:34][C:14]=4[N:15]=[C:16]([NH:18][C:19]4[CH:24]=[CH:23][C:22]([N:25]5[CH2:26][CH2:27][N:28]([C:31](=[O:33])[CH3:32])[CH2:29][CH2:30]5)=[CH:21][CH:20]=4)[N:17]=3)=[CH:8][CH:9]=2)[NH:4][N:3]=1. The catalyst class is: 5. (2) Reactant: [CH:1]1([C:4]2[N:8]([CH3:9])[C:7]3[C:10]([C:21]4[C:30]([CH3:31])=[CH:29][CH:28]=[C:27]5[C:22]=4[CH:23]=[CH:24][CH:25]=[N:26]5)=[CH:11][C:12]([C:14]4[C:15]([CH3:20])=[N:16][O:17][C:18]=4[CH3:19])=[CH:13][C:6]=3[N:5]=2)[CH2:3][CH2:2]1.C1C=C(Cl)C=C(C(OO)=[O:40])C=1. Product: [CH:1]1([C:4]2[N:8]([CH3:9])[C:7]3[C:10]([C:21]4[C:30]([CH3:31])=[CH:29][CH:28]=[C:27]5[C:22]=4[CH:23]=[CH:24][CH:25]=[N+:26]5[O-:40])=[CH:11][C:12]([C:14]4[C:15]([CH3:20])=[N:16][O:17][C:18]=4[CH3:19])=[CH:13][C:6]=3[N:5]=2)[CH2:3][CH2:2]1. The catalyst class is: 2. (3) Product: [CH3:9][O:10][C:11]1[C:16]([CH3:17])=[CH:15][C:14]([N+:18]([O-:20])=[O:19])=[C:13]([CH3:4])[N:12]=1. Reactant: [H-].[Na+].[I-].[CH3:4][S+](C)(C)=O.[CH3:9][O:10][C:11]1[C:16]([CH3:17])=[CH:15][C:14]([N+:18]([O-:20])=[O:19])=[CH:13][N:12]=1. The catalyst class is: 16. (4) Reactant: [Cl:1][C:2]1[CH:29]=[CH:28][C:5]([O:6][C:7]2[CH:27]=[CH:26][C:10]([CH2:11][CH2:12][O:13][C:14]3[NH:15][CH:16]=[C:17]([CH2:21][C:22]([F:25])([F:24])[F:23])[C:18](=[O:20])[N:19]=3)=[CH:9][CH:8]=2)=[CH:4][C:3]=1[C:30]([F:33])([F:32])[F:31].[CH3:34]CN(C(C)C)C(C)C.CI. Product: [Cl:1][C:2]1[CH:29]=[CH:28][C:5]([O:6][C:7]2[CH:27]=[CH:26][C:10]([CH2:11][CH2:12][O:13][C:14]3[N:15]([CH3:34])[CH:16]=[C:17]([CH2:21][C:22]([F:25])([F:24])[F:23])[C:18](=[O:20])[N:19]=3)=[CH:9][CH:8]=2)=[CH:4][C:3]=1[C:30]([F:31])([F:33])[F:32]. The catalyst class is: 2.